Dataset: Forward reaction prediction with 1.9M reactions from USPTO patents (1976-2016). Task: Predict the product of the given reaction. (1) The product is: [C:1]([C@@:4]1([OH:24])[C@@H:8]([CH:9]([C:11](=[O:13])[CH3:12])[OH:10])[O:7][C@@H:6]([N:14]2[C:23]3[C:17]([C:18]([Br:32])([N:20]=[CH:21][N:22]=3)[NH2:19])=[N:16][CH2:15]2)[CH2:5]1)(=[O:3])[CH3:2]. Given the reactants [C:1]([C@@:4]1([OH:24])[C@@H:8]([CH:9]([C:11](=[O:13])[CH3:12])[OH:10])[O:7][C@@H:6]([N:14]2[C:23]3[N:22]=[CH:21][N:20]=[C:18]([NH2:19])[C:17]=3[N:16]=[CH:15]2)[CH2:5]1)(=[O:3])[CH3:2].N(OC(C)(C)C)=O.[Br:32]C(Br)Br, predict the reaction product. (2) Given the reactants [NH2:1][C:2]1[N:7]2[N:8]=[CH:9][C:10]([C:11]3[CH:12]=[N:13][C:14]([C:17]4[CH:22]=[CH:21][CH:20]=[CH:19][CH:18]=4)=[CH:15][CH:16]=3)=[C:6]2[N:5]=[C:4]([CH:23]2[CH2:28][CH2:27][CH:26]([CH2:29][C:30]([NH:32][NH2:33])=[O:31])[CH2:25][CH2:24]2)[CH:3]=1.[C:34](N1C=CN=C1)(N1C=CN=C1)=[O:35], predict the reaction product. The product is: [NH2:1][C:2]1[N:7]2[N:8]=[CH:9][C:10]([C:11]3[CH:12]=[N:13][C:14]([C:17]4[CH:22]=[CH:21][CH:20]=[CH:19][CH:18]=4)=[CH:15][CH:16]=3)=[C:6]2[N:5]=[C:4]([CH:23]2[CH2:24][CH2:25][CH:26]([CH2:29][C:30]3[O:31][C:34](=[O:35])[NH:33][N:32]=3)[CH2:27][CH2:28]2)[CH:3]=1. (3) Given the reactants [Cl:1][C:2]1[C:7]2[C:8]3[NH:9][CH:10]([C:16]4[N:17]=[C:18]([NH:21][C:22](=[O:26])[CH:23]([CH3:25])[CH3:24])[S:19][CH:20]=4)[CH2:11][C:12](=[O:15])[C:13]=3[O:14][C:6]=2[CH:5]=[CH:4][C:3]=1[O:27][CH3:28], predict the reaction product. The product is: [OH:15][C:12]1[CH:11]=[C:10]([C:16]2[N:17]=[C:18]([NH:21][C:22](=[O:26])[CH:23]([CH3:25])[CH3:24])[S:19][CH:20]=2)[N:9]=[C:8]2[C:7]3[C:2]([Cl:1])=[C:3]([O:27][CH3:28])[CH:4]=[CH:5][C:6]=3[O:14][C:13]=12. (4) Given the reactants [F:1][C:2]1[CH:3]=[C:4]([CH:7]=[C:8]([F:11])[C:9]=1F)[CH:5]=[O:6].[F:12][C:13]1[N:18]=[CH:17][C:16]([OH:19])=[CH:15][CH:14]=1, predict the reaction product. The product is: [F:11][C:8]1[CH:7]=[C:4]([CH:3]=[C:2]([F:1])[C:9]=1[O:19][C:16]1[CH:17]=[N:18][C:13]([F:12])=[CH:14][CH:15]=1)[CH:5]=[O:6]. (5) Given the reactants C(N(C(C)C)CC)(C)C.[C:10]([NH:14][CH2:15][CH2:16][CH:17]1[CH2:21][N:20]([C:22]([O:24][C:25]([CH3:28])([CH3:27])[CH3:26])=[O:23])[C@H:19]([C:29]([OH:31])=O)[CH2:18]1)(=[O:13])[CH:11]=[CH2:12].CN(C(ON1N=NC2C=CC=NC1=2)=[N+](C)C)C.F[P-](F)(F)(F)(F)F.C1C=CC2N(O)N=NC=2C=1.[CH3:66][C:67]1[N:72]=[C:71]([N:73]2[CH2:78][CH2:77][NH:76][CH2:75][CH2:74]2)[CH:70]=[CH:69][CH:68]=1, predict the reaction product. The product is: [C:10]([NH:14][CH2:15][CH2:16][CH:17]1[CH2:21][N:20]([C:22]([O:24][C:25]([CH3:26])([CH3:27])[CH3:28])=[O:23])[C@H:19]([C:29]([N:76]2[CH2:77][CH2:78][N:73]([C:71]3[CH:70]=[CH:69][CH:68]=[C:67]([CH3:66])[N:72]=3)[CH2:74][CH2:75]2)=[O:31])[CH2:18]1)(=[O:13])[CH:11]=[CH2:12].